The task is: Regression. Given a peptide amino acid sequence and an MHC pseudo amino acid sequence, predict their binding affinity value. This is MHC class I binding data.. This data is from Peptide-MHC class I binding affinity with 185,985 pairs from IEDB/IMGT. (1) The peptide sequence is LTKDRKMLEL. The MHC is HLA-A02:02 with pseudo-sequence HLA-A02:02. The binding affinity (normalized) is 0.173. (2) The MHC is HLA-B73:01 with pseudo-sequence HLA-B73:01. The binding affinity (normalized) is 0.545. The peptide sequence is NRTQGGLRA. (3) The MHC is HLA-B08:01 with pseudo-sequence HLA-B08:01. The binding affinity (normalized) is 0.0847. The peptide sequence is KIMDYGKYK. (4) The peptide sequence is EAVYGNIKHK. The MHC is HLA-A31:01 with pseudo-sequence HLA-A31:01. The binding affinity (normalized) is 0.118. (5) The peptide sequence is ILMTHFFSI. The MHC is HLA-A02:03 with pseudo-sequence HLA-A02:03. The binding affinity (normalized) is 1.000.